This data is from Merck oncology drug combination screen with 23,052 pairs across 39 cell lines. The task is: Regression. Given two drug SMILES strings and cell line genomic features, predict the synergy score measuring deviation from expected non-interaction effect. (1) Drug 1: C#Cc1cccc(Nc2ncnc3cc(OCCOC)c(OCCOC)cc23)c1. Drug 2: CC(C)CC(NC(=O)C(Cc1ccccc1)NC(=O)c1cnccn1)B(O)O. Cell line: PA1. Synergy scores: synergy=-9.26. (2) Drug 2: COC1CC2CCC(C)C(O)(O2)C(=O)C(=O)N2CCCCC2C(=O)OC(C(C)CC2CCC(OP(C)(C)=O)C(OC)C2)CC(=O)C(C)C=C(C)C(O)C(OC)C(=O)C(C)CC(C)C=CC=CC=C1C. Cell line: SKMEL30. Synergy scores: synergy=20.8. Drug 1: COC12C(COC(N)=O)C3=C(C(=O)C(C)=C(N)C3=O)N1CC1NC12. (3) Drug 2: CN(Cc1cnc2nc(N)nc(N)c2n1)c1ccc(C(=O)NC(CCC(=O)O)C(=O)O)cc1. Cell line: UWB1289BRCA1. Synergy scores: synergy=2.64. Drug 1: O=S1(=O)NC2(CN1CC(F)(F)F)C1CCC2Cc2cc(C=CCN3CCC(C(F)(F)F)CC3)ccc2C1. (4) Drug 1: O=P1(N(CCCl)CCCl)NCCCO1. Drug 2: NC(=O)c1cccc2cn(-c3ccc(C4CCCNC4)cc3)nc12. Cell line: NCIH520. Synergy scores: synergy=2.83. (5) Synergy scores: synergy=7.96. Drug 2: Cn1cc(-c2cnn3c(N)c(Br)c(C4CCCNC4)nc23)cn1. Drug 1: CCc1c2c(nc3ccc(O)cc13)-c1cc3c(c(=O)n1C2)COC(=O)C3(O)CC. Cell line: KPL1. (6) Drug 1: COc1cc(C2c3cc4c(cc3C(OC3OC5COC(C)OC5C(O)C3O)C3COC(=O)C23)OCO4)cc(OC)c1O. Drug 2: CC(C)CC(NC(=O)C(Cc1ccccc1)NC(=O)c1cnccn1)B(O)O. Cell line: SW620. Synergy scores: synergy=7.87. (7) Drug 1: CCC1(O)CC2CN(CCc3c([nH]c4ccccc34)C(C(=O)OC)(c3cc4c(cc3OC)N(C)C3C(O)(C(=O)OC)C(OC(C)=O)C5(CC)C=CCN6CCC43C65)C2)C1. Drug 2: Cn1nnc2c(C(N)=O)ncn2c1=O. Cell line: HT144. Synergy scores: synergy=-39.5.